This data is from Catalyst prediction with 721,799 reactions and 888 catalyst types from USPTO. The task is: Predict which catalyst facilitates the given reaction. (1) Reactant: [OH:1][C:2]1[CH:3]=[CH:4][C:5]2[N:6]([CH:8]=[C:9]([C:11]([OH:13])=[O:12])[CH:10]=2)[N:7]=1.[CH3:14]O. Product: [OH:1][C:2]1[CH:3]=[CH:4][C:5]2[N:6]([CH:8]=[C:9]([C:11]([O:13][CH3:14])=[O:12])[CH:10]=2)[N:7]=1. The catalyst class is: 65. (2) Reactant: [Cl:1][C:2]1[CH:7]=[C:6]([Cl:8])[CH:5]=[CH:4][C:3]=1[C:9]1[NH:10][C:11]([C:16](=O)/[CH:17]=[CH:18]/N(C)C)=[CH:12][C:13]=1[C:14]#[N:15].C(=O)(O)O.[NH2:27][C:28]([NH2:30])=[NH:29].O. Product: [NH2:29][C:28]1[N:30]=[C:16]([C:11]2[NH:10][C:9]([C:3]3[CH:4]=[CH:5][C:6]([Cl:8])=[CH:7][C:2]=3[Cl:1])=[C:13]([C:14]#[N:15])[CH:12]=2)[CH:17]=[CH:18][N:27]=1. The catalyst class is: 9. (3) Reactant: [CH:1]1[C:13]2[CH:12]([CH2:14][O:15][C:16](=[O:51])[NH:17][CH2:18][CH2:19][CH2:20][CH2:21][CH:22]([NH:43]C(OC(C)(C)C)=O)[C:23](=[O:42])[N:24]3[CH:28]([C:29](=[O:41])[NH:30][CH:31]4[C:40]5[C:35](=[CH:36][CH:37]=[CH:38][CH:39]=5)[CH2:34][CH2:33][CH2:32]4)[CH2:27][S:26][CH2:25]3)[C:11]3[C:6](=[CH:7][CH:8]=[CH:9][CH:10]=3)[C:5]=2[CH:4]=[CH:3][CH:2]=1.[ClH:52].O1CCOCC1.C(OCC)C. Product: [ClH:52].[CH:1]1[C:13]2[CH:12]([CH2:14][O:15][C:16](=[O:51])[NH:17][CH2:18][CH2:19][CH2:20][CH2:21][CH:22]([NH2:43])[C:23](=[O:42])[N:24]3[CH:28]([C:29](=[O:41])[NH:30][CH:31]4[C:40]5[C:35](=[CH:36][CH:37]=[CH:38][CH:39]=5)[CH2:34][CH2:33][CH2:32]4)[CH2:27][S:26][CH2:25]3)[C:11]3[C:6](=[CH:7][CH:8]=[CH:9][CH:10]=3)[C:5]=2[CH:4]=[CH:3][CH:2]=1. The catalyst class is: 13. (4) Reactant: [C:1]([Si:5]([O:18][C@@H:19]1[C@H:26]2[C@H:22]([O:23][C:24]([CH3:28])([CH3:27])[O:25]2)[C:21]([CH2:29][O:30][C:31]([C:44]2[CH:49]=[CH:48][CH:47]=[CH:46][CH:45]=2)([C:38]2[CH:43]=[CH:42][CH:41]=[CH:40][CH:39]=2)[C:32]2[CH:37]=[CH:36][CH:35]=[CH:34][CH:33]=2)=[C:20]1I)([C:12]1[CH:17]=[CH:16][CH:15]=[CH:14][CH:13]=1)[C:6]1[CH:11]=[CH:10][CH:9]=[CH:8][CH:7]=1)([CH3:4])([CH3:3])[CH3:2].[CH3:51][C:52]1([CH3:59])[C:56]([CH3:58])([CH3:57])[O:55][BH:54][O:53]1. Product: [CH3:28][C:24]1([CH3:27])[O:25][C@H:26]2[C@@H:19]([O:18][Si:5]([C:1]([CH3:2])([CH3:4])[CH3:3])([C:12]3[CH:17]=[CH:16][CH:15]=[CH:14][CH:13]=3)[C:6]3[CH:7]=[CH:8][CH:9]=[CH:10][CH:11]=3)[C:20]([B:54]3[O:55][C:56]([CH3:58])([CH3:57])[C:52]([CH3:59])([CH3:51])[O:53]3)=[C:21]([CH2:29][O:30][C:31]([C:32]3[CH:33]=[CH:34][CH:35]=[CH:36][CH:37]=3)([C:38]3[CH:43]=[CH:42][CH:41]=[CH:40][CH:39]=3)[C:44]3[CH:49]=[CH:48][CH:47]=[CH:46][CH:45]=3)[C@H:22]2[O:23]1. The catalyst class is: 1.